From a dataset of CYP2C19 inhibition data for predicting drug metabolism from PubChem BioAssay. Regression/Classification. Given a drug SMILES string, predict its absorption, distribution, metabolism, or excretion properties. Task type varies by dataset: regression for continuous measurements (e.g., permeability, clearance, half-life) or binary classification for categorical outcomes (e.g., BBB penetration, CYP inhibition). Dataset: cyp2c19_veith. (1) The molecule is CCOC(=O)c1c(C)n(C)c2ccc(OC(=O)c3ccco3)cc12. The result is 1 (inhibitor). (2) The compound is O=C(Nc1nnc(SCc2ccc(Cl)cc2)s1)c1ccco1. The result is 1 (inhibitor). (3) The molecule is O=C1Nc2ccccc2C(O)(C(=O)NCc2ccc3c(c2)OCO3)N1c1ccc(Cl)c(Cl)c1. The result is 0 (non-inhibitor). (4) The drug is CCN(c1ccccc1)S(=O)(=O)c1ccc(NC(=S)NC(=O)c2cccs2)cc1. The result is 1 (inhibitor). (5) The molecule is COC(=O)[C@@H]1c2cc3c(c(O)c2[C@@H](O)C[C@]1(C)O)C(=O)c1c(O)cc2c(c1C3=O)O[C@H]1O[C@@]2(C)[C@@H](O)[C@H](N(C)C)[C@H]1O. The result is 0 (non-inhibitor). (6) The molecule is Cc1ccc(S(=O)(=O)NC(CC(C)C)C(=O)Oc2ccc3c4c(c(=O)oc3c2)CCC4)cc1. The result is 1 (inhibitor). (7) The molecule is CCOc1ccccc1NC(=O)CSc1nnc(-c2cnccn2)n1C. The result is 1 (inhibitor). (8) The compound is CCCS(=O)(=O)N1CCCC(C(=O)NCCN(Cc2ccccc2)C(C)C)C1. The result is 0 (non-inhibitor).